This data is from Forward reaction prediction with 1.9M reactions from USPTO patents (1976-2016). The task is: Predict the product of the given reaction. (1) Given the reactants N[C:2]1[CH:3]=[N:4][C:5]2[C:10]([CH:11]=1)=[CH:9][CH:8]=[CH:7][CH:6]=2.Cl.N([O-])=O.[Na+].O(CC)C([S-])=[S:19].[K+], predict the reaction product. The product is: [SH:19][C:2]1[CH:3]=[N:4][C:5]2[C:10]([CH:11]=1)=[CH:9][CH:8]=[CH:7][CH:6]=2. (2) Given the reactants [CH3:1][C:2]1[N:3]=[C:4]([C:11]2[CH:16]=[CH:15][C:14]([C:17]([F:20])([F:19])[F:18])=[CH:13][CH:12]=2)[S:5][C:6]=1[CH:7]([CH3:10])[CH:8]=[O:9].[BH4-].[Na+], predict the reaction product. The product is: [CH3:1][C:2]1[N:3]=[C:4]([C:11]2[CH:16]=[CH:15][C:14]([C:17]([F:20])([F:19])[F:18])=[CH:13][CH:12]=2)[S:5][C:6]=1[CH:7]([CH3:10])[CH2:8][OH:9].